This data is from Reaction yield outcomes from USPTO patents with 853,638 reactions. The task is: Predict the reaction yield, written as a fraction of the theoretical maximum amount of product (1.0 means a 100% yield; for example, 0.34 means a 34% yield). (1) The reactants are C[O:2][C:3]([C:5]1[S:6][C:7]([C:20]2[CH:21]=[N:22][CH:23]=[CH:24][CH:25]=2)=[CH:8][C:9]=1[O:10][CH:11]([C:13]1[CH:18]=[CH:17][CH:16]=[CH:15][C:14]=1[Cl:19])[CH3:12])=O.[NH3:26]. The catalyst is CO. The product is [Cl:19][C:14]1[CH:15]=[CH:16][CH:17]=[CH:18][C:13]=1[CH:11]([O:10][C:9]1[CH:8]=[C:7]([C:20]2[CH:21]=[N:22][CH:23]=[CH:24][CH:25]=2)[S:6][C:5]=1[C:3]([NH2:26])=[O:2])[CH3:12]. The yield is 0.540. (2) The product is [S:26]1[C:2]2([CH2:3][CH2:4][N:5]([C:8]3[CH:13]=[CH:12][C:11]([N:14]4[CH2:18][C@H:17]([CH2:19][NH:20][C:21](=[O:23])[CH3:22])[O:16][C:15]4=[O:24])=[CH:10][C:9]=3[F:25])[CH2:6][CH2:7]2)[O:1][CH2:28][CH2:27]1. The yield is 0.850. The catalyst is O1CCCC1. The reactants are [O:1]=[C:2]1[CH2:7][CH2:6][N:5]([C:8]2[CH:13]=[CH:12][C:11]([N:14]3[CH2:18][C@H:17]([CH2:19][NH:20][C:21](=[O:23])[CH3:22])[O:16][C:15]3=[O:24])=[CH:10][C:9]=2[F:25])[CH2:4][CH2:3]1.[SH:26][CH:27](O)[CH3:28].B(F)(F)F. (3) The reactants are [F:1][C:2]1[CH:3]=[C:4]([NH:9][C:10]([C:12]2[C:13]([CH3:26])=[N:14][S:15][C:16]=2[NH:17][C:18]2[CH:23]=[N:22][C:21]([CH:24]=[CH2:25])=[CH:20][N:19]=2)=[O:11])[CH:5]=[CH:6][C:7]=1[F:8]. The catalyst is C(O)C.[Pt](=O)=O. The product is [F:1][C:2]1[CH:3]=[C:4]([NH:9][C:10]([C:12]2[C:13]([CH3:26])=[N:14][S:15][C:16]=2[NH:17][C:18]2[CH:23]=[N:22][C:21]([CH2:24][CH3:25])=[CH:20][N:19]=2)=[O:11])[CH:5]=[CH:6][C:7]=1[F:8]. The yield is 0.130. (4) The reactants are Br[CH2:2][CH2:3][CH2:4][CH2:5][CH2:6][C:7]([O:9][CH2:10][CH3:11])=[O:8].[S:12]([O-:15])([O-:14])=[O:13].[Na+:16].[Na+]. The catalyst is C(O)C.O. The product is [CH2:10]([O:9][C:7](=[O:8])[CH2:6][CH2:5][CH2:4][CH2:3][CH2:2][S:12]([O-:15])(=[O:14])=[O:13])[CH3:11].[Na+:16]. The yield is 0.990.